Dataset: Full USPTO retrosynthesis dataset with 1.9M reactions from patents (1976-2016). Task: Predict the reactants needed to synthesize the given product. (1) Given the product [CH:1]1([N:4]([CH2:32][C:33]2[CH:34]=[C:35]([CH:46]=[C:47]([CH2:49][CH2:50][CH2:51][O:52][CH3:53])[CH:48]=2)[O:36][CH2:37][C@H:38]2[CH2:40][C@@H:39]2[C:41]([OH:43])=[O:42])[C:5]([C@@H:7]2[C@@H:12]([C:13]3[CH:14]=[CH:15][C:16]([O:19][CH2:20][CH2:21][O:22][C:23]4[C:28]([Cl:29])=[CH:27][C:26]([CH3:30])=[CH:25][C:24]=4[Cl:31])=[CH:17][CH:18]=3)[CH2:11][CH2:10][NH:9][CH2:8]2)=[O:6])[CH2:3][CH2:2]1, predict the reactants needed to synthesize it. The reactants are: [CH:1]1([N:4]([CH2:32][C:33]2[CH:34]=[C:35]([CH:46]=[C:47]([CH2:49][CH2:50][CH2:51][O:52][CH3:53])[CH:48]=2)[O:36][CH2:37][C@H:38]2[CH2:40][C@@H:39]2[C:41]([O:43]CC)=[O:42])[C:5]([C@@H:7]2[C@@H:12]([C:13]3[CH:18]=[CH:17][C:16]([O:19][CH2:20][CH2:21][O:22][C:23]4[C:28]([Cl:29])=[CH:27][C:26]([CH3:30])=[CH:25][C:24]=4[Cl:31])=[CH:15][CH:14]=3)[CH2:11][CH2:10][NH:9][CH2:8]2)=[O:6])[CH2:3][CH2:2]1.[Na]. (2) Given the product [S:6]1[CH2:11][CH2:10][CH2:9][S:8][CH:7]1[CH:18]([C:12]1[CH:17]=[CH:16][CH:15]=[CH:14][CH:13]=1)[CH2:19][C:20]([C:22]1[CH:27]=[CH:26][CH:25]=[CH:24][CH:23]=1)=[O:21], predict the reactants needed to synthesize it. The reactants are: [Li]CCCC.[S:6]1[CH2:11][CH2:10][CH2:9][S:8][CH2:7]1.[C:12]1([CH:18]=[CH:19][C:20]([C:22]2[CH:27]=[CH:26][CH:25]=[CH:24][CH:23]=2)=[O:21])[CH:17]=[CH:16][CH:15]=[CH:14][CH:13]=1.